Dataset: Forward reaction prediction with 1.9M reactions from USPTO patents (1976-2016). Task: Predict the product of the given reaction. (1) Given the reactants [CH2:1]([N:3]1[C:11]2[C:6](=[CH:7][CH:8]=[C:9]([O:12][CH3:13])[CH:10]=2)[C:5]([C:14](=O)[CH3:15])=[CH:4]1)[CH3:2].C([N:19]1[C:27]2C(=CC=C(OC)C=2)C=C1)C.COC(OC)[N:33](C)C.O.NN, predict the reaction product. The product is: [CH2:1]([N:3]1[C:11]2[C:6](=[CH:7][CH:8]=[C:9]([O:12][CH3:13])[CH:10]=2)[C:5]([C:14]2[NH:33][N:19]=[CH:27][CH:15]=2)=[CH:4]1)[CH3:2]. (2) The product is: [CH:8]([C:11]1[CH:16]=[CH:15][C:14]([CH:17]2[C:21]3([CH2:22][CH2:23][N:24]([CH3:27])[CH2:25][CH2:26]3)[O:20][C:19]3[C:28]([CH3:34])=[C:29]([CH3:33])[C:30]([NH2:6])=[C:31]([CH3:32])[C:18]2=3)=[CH:13][CH:12]=1)([CH3:10])[CH3:9]. Given the reactants [B-](F)(F)(F)F.[N:6]#[O+].[CH:8]([C:11]1[CH:16]=[CH:15][C:14]([CH:17]2[C:21]3([CH2:26][CH2:25][N:24]([CH3:27])[CH2:23][CH2:22]3)[O:20][C:19]3[C:28]([CH3:34])=[C:29]([CH3:33])[CH:30]=[C:31]([CH3:32])[C:18]2=3)=[CH:13][CH:12]=1)([CH3:10])[CH3:9].[OH-].[Na+], predict the reaction product.